From a dataset of Reaction yield outcomes from USPTO patents with 853,638 reactions. Predict the reaction yield, written as a fraction of the theoretical maximum amount of product (1.0 means a 100% yield; for example, 0.34 means a 34% yield). (1) The reactants are [H-].C(O[Al](OC(C)(C)C)OC(C)(C)C)(C)(C)C.[Li+].[O:19]1[CH2:24][CH:23]=[CH:22][CH2:21][C:20]1([C:30](OCC)=[O:31])[C:25]([O:27][CH2:28][CH3:29])=[O:26].C1COCC1. The catalyst is CCOCC. The product is [OH:31][CH2:30][C:20]1([C:25]([O:27][CH2:28][CH3:29])=[O:26])[CH2:21][CH:22]=[CH:23][CH2:24][O:19]1. The yield is 0.480. (2) The product is [CH3:33][N:34]([CH3:35])[C:24]([C:23]1[C:17]2[O:16][C:15]([NH:14][CH:11]3[CH2:10][CH2:9][N:8]([CH2:7][C:6]4[CH:27]=[CH:28][C:29]([O:30][CH3:31])=[C:4]([O:3][CH2:1][CH3:2])[CH:5]=4)[CH2:13][CH2:12]3)=[N:19][C:18]=2[CH:20]=[CH:21][CH:22]=1)=[O:26]. The yield is 0.200. The reactants are [CH2:1]([O:3][C:4]1[CH:5]=[C:6]([CH:27]=[CH:28][C:29]=1[O:30][CH3:31])[CH2:7][N:8]1[CH2:13][CH2:12][CH:11]([NH:14][C:15]2[O:16][C:17]3[C:23]([C:24]([OH:26])=O)=[CH:22][CH:21]=[CH:20][C:18]=3[N:19]=2)[CH2:10][CH2:9]1)[CH3:2].C1N=[CH:35][N:34](C(N2C=NC=C2)=O)[CH:33]=1.CNC.C(O)C. The catalyst is CN(C=O)C.